The task is: Predict the reaction yield, written as a fraction of the theoretical maximum amount of product (1.0 means a 100% yield; for example, 0.34 means a 34% yield).. This data is from Reaction yield outcomes from USPTO patents with 853,638 reactions. The reactants are Cl[C:2]1[CH:3]=[C:4]([N:9]2[C:13]3[C:14](=[O:31])[N:15]([C:18]4[CH:23]=[CH:22][C:21]([N:24]5[CH2:29][CH2:28][CH2:27][CH2:26][C:25]5=[O:30])=[CH:20][CH:19]=4)[CH2:16][CH2:17][C:12]=3[C:11]([C:32]([F:35])([F:34])[F:33])=[N:10]2)[CH:5]=[CH:6][C:7]=1[F:8].C[C:37]([N:39](C)C)=O. The catalyst is [C-]#N.[C-]#N.[Zn+2].C1C=CC(/C=C/C(/C=C/C2C=CC=CC=2)=O)=CC=1.C1C=CC(/C=C/C(/C=C/C2C=CC=CC=2)=O)=CC=1.C1C=CC(/C=C/C(/C=C/C2C=CC=CC=2)=O)=CC=1.[Pd].[Pd].C1C=CC(P(C2C=CC=CC=2)[C-]2C=CC=C2)=CC=1.C1C=CC(P(C2C=CC=CC=2)[C-]2C=CC=C2)=CC=1.[Fe+2].[Zn]. The product is [F:8][C:7]1[CH:6]=[CH:5][C:4]([N:9]2[C:13]3[C:14](=[O:31])[N:15]([C:18]4[CH:19]=[CH:20][C:21]([N:24]5[CH2:29][CH2:28][CH2:27][CH2:26][C:25]5=[O:30])=[CH:22][CH:23]=4)[CH2:16][CH2:17][C:12]=3[C:11]([C:32]([F:35])([F:34])[F:33])=[N:10]2)=[CH:3][C:2]=1[C:37]#[N:39]. The yield is 0.500.